Predict the product of the given reaction. From a dataset of Forward reaction prediction with 1.9M reactions from USPTO patents (1976-2016). (1) The product is: [CH2:1]([O:3][C:4](=[O:17])[C:5]([C:8]1[CH:9]=[CH:10][C:11]([CH2:14][CH2:15][O:16][S:26]([CH3:25])(=[O:28])=[O:27])=[CH:12][CH:13]=1)([CH3:7])[CH3:6])[CH3:2]. Given the reactants [CH2:1]([O:3][C:4](=[O:17])[C:5]([C:8]1[CH:13]=[CH:12][C:11]([CH2:14][CH2:15][OH:16])=[CH:10][CH:9]=1)([CH3:7])[CH3:6])[CH3:2].C(N(CC)CC)C.[CH3:25][S:26](Cl)(=[O:28])=[O:27].ClCCl, predict the reaction product. (2) Given the reactants C(OC(=O)[NH:7][C@@H:8]([C@H:18]1[CH2:23][CH2:22][C@H:21]([NH:24][C:25]([C:27]2[N:32]=[CH:31][N:30]3[CH:33]=[CH:34][CH:35]=[C:29]3[CH:28]=2)=[O:26])[CH2:20][CH2:19]1)[C:9]([N:11]1[CH2:15][CH2:14][CH2:13][C@H:12]1[C:16]#[N:17])=[O:10])(C)(C)C.[ClH:37], predict the reaction product. The product is: [ClH:37].[NH2:7][C@@H:8]([C@H:18]1[CH2:23][CH2:22][C@H:21]([NH:24][C:25]([C:27]2[N:32]=[CH:31][N:30]3[CH:33]=[CH:34][CH:35]=[C:29]3[CH:28]=2)=[O:26])[CH2:20][CH2:19]1)[C:9]([N:11]1[CH2:15][CH2:14][CH2:13][C@H:12]1[C:16]#[N:17])=[O:10]. (3) Given the reactants [N:1]1([CH2:7][C:8]2[CH:9]=[C:10]([NH2:15])[C:11]([NH2:14])=[CH:12][CH:13]=2)[CH2:6][CH2:5][O:4][CH2:3][CH2:2]1.[N+:16]([C:19]1[C:20]([C:24](O)=O)=[N:21][NH:22][CH:23]=1)([O-:18])=[O:17].C(Cl)CCl.C1C=CC2N(O)N=NC=2C=1, predict the reaction product. The product is: [N:1]1([CH2:7][C:8]2[CH:13]=[CH:12][C:11]3[NH:14][C:24]([C:20]4[C:19]([N+:16]([O-:18])=[O:17])=[CH:23][NH:22][N:21]=4)=[N:15][C:10]=3[CH:9]=2)[CH2:6][CH2:5][O:4][CH2:3][CH2:2]1. (4) Given the reactants [H-].[Na+].[C:3]([C:7]([C:10]([CH2:13][OH:14])([F:12])[F:11])([F:9])[F:8])([F:6])([F:5])[F:4].[OH-:15].[Na+].Cl.[OH2:18], predict the reaction product. The product is: [C:3]([C:7]([C:10]([CH2:13][O:14][C:7]([C:10]([OH:18])=[O:15])([C:3]([F:6])([F:5])[F:4])[F:8])([F:12])[F:11])([F:9])[F:8])([F:6])([F:5])[F:4]. (5) Given the reactants [O:1]1[C:13]2[C:4](=[CH:5][C:6]3[S:10][C:9]([NH2:11])=[N:8][C:7]=3[CH:12]=2)[O:3][CH2:2]1.[F:14][C:15]([F:26])([F:25])[C:16]1[CH:17]=[C:18]([CH:22]=[CH:23][CH:24]=1)[C:19](Cl)=[O:20].Br[CH:28]([CH2:33][CH3:34])[C:29]([O:31]C)=[O:30].COC1C=CC2N=C(N)SC=2C=1.ClC1C=C(C=CC=1)C(Cl)=O.BrCC(OCC)=O, predict the reaction product. The product is: [F:14][C:15]([F:26])([F:25])[C:16]1[CH:17]=[C:18]([CH:22]=[CH:23][CH:24]=1)[C:19]([N:11]=[C:9]1[N:8]([CH:28]([CH2:33][CH3:34])[C:29]([OH:31])=[O:30])[C:7]2[CH:12]=[C:13]3[O:1][CH2:2][O:3][C:4]3=[CH:5][C:6]=2[S:10]1)=[O:20].